From a dataset of Full USPTO retrosynthesis dataset with 1.9M reactions from patents (1976-2016). Predict the reactants needed to synthesize the given product. (1) Given the product [NH:15]1[C:23]2[C:18](=[CH:19][C:20]([C:2]3[CH:7]=[CH:6][N:5]4[C:8]5[CH:14]=[CH:13][CH:12]=[CH:11][C:9]=5[N:10]=[C:4]4[N:3]=3)=[CH:21][CH:22]=2)[CH:17]=[CH:16]1, predict the reactants needed to synthesize it. The reactants are: Br[C:2]1[CH:7]=[CH:6][N:5]2[C:8]3[CH:14]=[CH:13][CH:12]=[CH:11][C:9]=3[N:10]=[C:4]2[N:3]=1.[NH:15]1[C:23]2[C:18](=[CH:19][C:20](B(O)O)=[CH:21][CH:22]=2)[CH:17]=[CH:16]1.C(O)(C(F)(F)F)=O. (2) Given the product [OH:4][C:3]1[CH:5]=[CH:6][CH:7]=[CH:8][C:2]=1[C:1]([NH:13][CH3:12])=[O:10], predict the reactants needed to synthesize it. The reactants are: [C:1]([O:10]C)(=O)[C:2]1[C:3](=[CH:5][CH:6]=[CH:7][CH:8]=1)[OH:4].[CH3:12][NH2:13].